This data is from Reaction yield outcomes from USPTO patents with 853,638 reactions. The task is: Predict the reaction yield, written as a fraction of the theoretical maximum amount of product (1.0 means a 100% yield; for example, 0.34 means a 34% yield). The reactants are [N+:1]([C:4]1[N:5]=[CH:6][NH:7][CH:8]=1)([O-:3])=[O:2].I[CH:10]([CH3:12])[CH3:11].C([O-])([O-])=O.[K+].[K+]. The catalyst is CN(C=O)C.CCOC(C)=O. The product is [CH:10]([N:7]1[CH:8]=[C:4]([N+:1]([O-:3])=[O:2])[N:5]=[CH:6]1)([CH3:12])[CH3:11]. The yield is 0.960.